This data is from Catalyst prediction with 721,799 reactions and 888 catalyst types from USPTO. The task is: Predict which catalyst facilitates the given reaction. (1) Reactant: [CH:1]1([NH2:5])[CH2:4][CH2:3][CH2:2]1.[CH2:6]([O:13][CH2:14][CH:15]=O)[C:7]1[CH:12]=[CH:11][CH:10]=[CH:9][CH:8]=1.[BH4-].[Na+]. Product: [CH2:6]([O:13][CH2:14][CH2:15][NH:5][CH:1]1[CH2:4][CH2:3][CH2:2]1)[C:7]1[CH:12]=[CH:11][CH:10]=[CH:9][CH:8]=1. The catalyst class is: 5. (2) Reactant: S.[N:2]([CH2:5][C:6]1[N:11]=[C:10]([CH2:12][CH3:13])[CH:9]=[C:8]([S:14][CH3:15])[N:7]=1)=[N+]=[N-].O. Product: [CH2:12]([C:10]1[CH:9]=[C:8]([S:14][CH3:15])[N:7]=[C:6]([CH2:5][NH2:2])[N:11]=1)[CH3:13]. The catalyst class is: 17. (3) Product: [NH2:20][C:18]1[C:17]([OH:21])=[CH:16][N:15]=[C:14]([C:7]2[C:8]3[C:13](=[CH:12][CH:11]=[CH:10][CH:9]=3)[N:5]([CH2:4][C:3]3[CH:23]=[CH:24][CH:25]=[CH:26][C:2]=3[F:1])[N:6]=2)[N:19]=1. Reactant: [F:1][C:2]1[CH:26]=[CH:25][CH:24]=[CH:23][C:3]=1[CH2:4][N:5]1[C:13]2[C:8](=[CH:9][CH:10]=[CH:11][CH:12]=2)[C:7]([C:14]2[N:19]=[C:18]([NH2:20])[C:17]([O:21]C)=[CH:16][N:15]=2)=[N:6]1. The catalyst class is: 60. (4) Reactant: Br[C:2]1[CH:28]=[CH:27][C:5]([O:6][CH:7]2[CH2:11][CH2:10][N:9]([CH:12]3[CH2:17][CH2:16][N:15]([C:18]4[S:22][N:21]=[C:20]([CH:23]([CH3:25])[CH3:24])[N:19]=4)[CH2:14][CH2:13]3)[C:8]2=[O:26])=[C:4]([F:29])[CH:3]=1.CC1(C)C2C=CC=C(P(C3C=CC=CC=3)C3C=CC=CC=3)C=2OC2C1=CC=CC=2P(C1C=CC=CC=1)C1C=CC=CC=1.C(N(C(C)C)C(C)C)C.[SH:81][CH2:82][CH2:83][C:84]([O:86][CH3:87])=[O:85]. Product: [F:29][C:4]1[CH:3]=[C:2]([S:81][CH2:82][CH2:83][C:84]([O:86][CH3:87])=[O:85])[CH:28]=[CH:27][C:5]=1[O:6][CH:7]1[CH2:11][CH2:10][N:9]([CH:12]2[CH2:17][CH2:16][N:15]([C:18]3[S:22][N:21]=[C:20]([CH:23]([CH3:25])[CH3:24])[N:19]=3)[CH2:14][CH2:13]2)[C:8]1=[O:26]. The catalyst class is: 62. (5) Reactant: [C:1]([OH:5])([CH3:4])([CH3:3])[CH3:2].C1(N=C=NC2CCCCC2)CCCCC1.[C:21]1([S:27]([CH2:30][C:31]2[C:36]([C:37](O)=[O:38])=[C:35]([OH:40])[C:34]([Br:41])=[CH:33][CH:32]=2)(=[O:29])=[O:28])[CH:26]=[CH:25][CH:24]=[CH:23][CH:22]=1. Product: [C:21]1([S:27]([CH2:30][C:31]2[C:36]([C:37]([O:5][C:1]([CH3:4])([CH3:3])[CH3:2])=[O:38])=[C:35]([OH:40])[C:34]([Br:41])=[CH:33][CH:32]=2)(=[O:29])=[O:28])[CH:22]=[CH:23][CH:24]=[CH:25][CH:26]=1. The catalyst class is: 251. (6) The catalyst class is: 125. Product: [Br:9][C:8]1[C:2]([Cl:1])=[CH:3][C:4]([NH2:5])=[C:6]([I:10])[CH:7]=1. Reactant: [Cl:1][C:2]1[CH:3]=[C:4]([CH:6]=[CH:7][C:8]=1[Br:9])[NH2:5].[I:10]I.OO.[O-]S([O-])(=S)=O.[Na+].[Na+].